This data is from Catalyst prediction with 721,799 reactions and 888 catalyst types from USPTO. The task is: Predict which catalyst facilitates the given reaction. (1) Reactant: [C:1]([O:5][C:6]([N:8]1[CH2:12][CH2:11][CH2:10][CH:9]1[C:13]1[NH:14][C:15]([C:18]2C=CC(Br)=[CH:20][CH:19]=2)=[CH:16][N:17]=1)=[O:7])([CH3:4])([CH3:3])[CH3:2].C(OC(N1C(C2NC3C=C(C4C=CC(B5OC(C)(C)C(C)(C)O5)=CC=4)C=CC=3N=2)C2CC1CC2)=O)(C)(C)C.C(=O)([O-])[O-].[K+].[K+].C(OC(N1C(C2NC3C=C(C4[CH:96]=[CH:95][C:94]([C:97]5[CH:102]=[CH:101][C:100]([C:103]6[CH:125]=[CH:124][C:106]7[N:107]=[C:108]([CH:110]8[CH:115]9[CH2:116][CH:112]([CH2:113][CH2:114]9)[N:111]8[C:117]([O:119][C:120]([CH3:123])([CH3:122])[CH3:121])=[O:118])[NH:109][C:105]=7[CH:104]=6)=[CH:99][CH:98]=5)=CC=4)C=CC=3N=2)C2CC1CC2)=O)(C)(C)C. Product: [C:120]([O:119][C:117]([N:111]1[CH:110]([C:108]2[NH:109][C:105]3[CH:104]=[C:103]([C:100]4[CH:99]=[CH:98][C:97]([C:94]5[CH:95]=[CH:96][C:18]([C:15]6[NH:14][C:13]([CH:9]7[CH2:10][CH2:11][CH2:12][N:8]7[C:6]([O:5][C:1]([CH3:4])([CH3:3])[CH3:2])=[O:7])=[N:17][CH:16]=6)=[CH:19][CH:20]=5)=[CH:102][CH:101]=4)[CH:125]=[CH:124][C:106]=3[N:107]=2)[CH:115]2[CH2:116][CH:112]1[CH2:113][CH2:114]2)=[O:118])([CH3:122])([CH3:121])[CH3:123]. The catalyst class is: 853. (2) Reactant: [Br:1][C:2]1[N:7]=[CH:6][C:5]([O:8][CH2:9][C:10]([O:12][CH3:13])=[O:11])=[CH:4][CH:3]=1.ClC1C=CC=C(C(OO)=[O:22])C=1. Product: [Br:1][C:2]1[CH:3]=[CH:4][C:5]([O:8][CH2:9][C:10]([O:12][CH3:13])=[O:11])=[CH:6][N+:7]=1[O-:22]. The catalyst class is: 4.